From a dataset of Full USPTO retrosynthesis dataset with 1.9M reactions from patents (1976-2016). Predict the reactants needed to synthesize the given product. Given the product [CH2:1]([O:8][C:9]1[CH:10]=[CH:11][C:12]([C:13]([NH:15][CH2:16][C@H:17]2[CH2:22][CH2:21][C@@H:20]([CH2:23][OH:24])[CH2:19][CH2:18]2)=[O:14])=[CH:32][CH:33]=1)[C:2]1[CH:3]=[CH:4][CH:5]=[CH:6][CH:7]=1, predict the reactants needed to synthesize it. The reactants are: [CH2:1]([O:8][C:9]1[CH:33]=[CH:32][C:12]([C:13]([NH:15][CH2:16][C@H:17]2[CH2:22][CH2:21][C@@H:20]([CH2:23][O:24][Si](C(C)(C)C)(C)C)[CH2:19][CH2:18]2)=[O:14])=[CH:11][CH:10]=1)[C:2]1[CH:7]=[CH:6][CH:5]=[CH:4][CH:3]=1.CCCC[N+](CCCC)(CCCC)CCCC.[F-].